Dataset: Reaction yield outcomes from USPTO patents with 853,638 reactions. Task: Predict the reaction yield, written as a fraction of the theoretical maximum amount of product (1.0 means a 100% yield; for example, 0.34 means a 34% yield). (1) The reactants are [Cl:1][C:2]1[N:7]=[N:6][C:5]([C:8](OCC)=[O:9])=[C:4]([NH:13][C:14]2[CH:19]=[CH:18][C:17]([CH3:20])=[C:16]([CH3:21])[N:15]=2)[CH:3]=1.CO.[NH3:24]. No catalyst specified. The product is [Cl:1][C:2]1[N:7]=[N:6][C:5]([C:8]([NH2:24])=[O:9])=[C:4]([NH:13][C:14]2[CH:19]=[CH:18][C:17]([CH3:20])=[C:16]([CH3:21])[N:15]=2)[CH:3]=1. The yield is 1.00. (2) The reactants are [OH:1][C:2]1[CH:7]=[CH:6][CH:5]=[CH:4][C:3]=1[S:8][CH3:9].F[C:11]1[CH:16]=[CH:15][C:14]([F:17])=[CH:13][C:12]=1[N+:18]([O-:20])=[O:19].[F:21][C:22]1[CH:23]=[CH:24][C:25]([O:29][C:30]2[CH:35]=[CH:34][CH:33]=[CH:32][C:31]=2[S:36][CH3:37])=[C:26]([CH:28]=1)[NH2:27].[NH2:38][C:39]1[S:40][CH:41]=[CH:42][N:43]=1. No catalyst specified. The product is [F:17][C:14]1[CH:15]=[CH:16][C:11]([O:1][C:2]2[CH:7]=[CH:6][CH:5]=[CH:4][C:3]=2[S:8][CH3:9])=[C:12]([N+:18]([O-:20])=[O:19])[CH:13]=1.[F:21][C:22]1[CH:23]=[CH:24][C:25]([O:29][C:30]2[CH:35]=[CH:34][CH:33]=[CH:32][C:31]=2[S:36][CH3:37])=[C:26]([NH:27][C:2]([NH:38][C:39]2[S:40][CH:41]=[CH:42][N:43]=2)=[O:1])[CH:28]=1. The yield is 0.680. (3) The reactants are CC(OI1(OC(C)=O)(OC(C)=O)OC(=O)C2C1=CC=CC=2)=O.[OH:23][CH2:24][C@@H:25]1[CH2:30][CH2:29][CH2:28][CH2:27][C@@H:26]1[NH:31][C:32](=[O:38])[O:33][C:34]([CH3:37])([CH3:36])[CH3:35]. The catalyst is ClCCl. The product is [CH:24]([C@@H:25]1[CH2:30][CH2:29][CH2:28][CH2:27][C@@H:26]1[NH:31][C:32](=[O:38])[O:33][C:34]([CH3:36])([CH3:35])[CH3:37])=[O:23]. The yield is 0.930. (4) The reactants are [OH:1][C:2]1[CH:3]=[CH:4][C:5]([CH3:8])=[N:6][CH:7]=1.C.[ClH:10]. The catalyst is CO. The product is [Cl:10][C:7]1[C:2]([OH:1])=[CH:3][CH:4]=[C:5]([CH3:8])[N:6]=1. The yield is 0.673. (5) The reactants are C(=O)([O-])[O-].[K+].[K+].[CH2:7]([N:9]=[C:10]=[O:11])[CH3:8].[CH3:12][C:13]1[NH:17][N:16]=[C:15]([O:18][C:19]2[CH:24]=[CH:23][C:22]([N+:25]([O-:27])=[O:26])=[CH:21][CH:20]=2)[CH:14]=1.Cl. The catalyst is C(OCC)(=O)C. The product is [CH2:7]([NH:9][C:10]([N:17]1[C:13]([CH3:12])=[CH:14][C:15]([O:18][C:19]2[CH:20]=[CH:21][C:22]([N+:25]([O-:27])=[O:26])=[CH:23][CH:24]=2)=[N:16]1)=[O:11])[CH3:8]. The yield is 0.992. (6) The product is [CH:1]([NH:4][CH2:5][C:6]1[CH:12]=[CH:11][CH:10]=[CH:9][C:7]=1[OH:8])([CH3:3])[CH3:2]. The yield is 0.887. The reactants are [CH:1]([NH2:4])([CH3:3])[CH3:2].[CH:5](=O)[C:6]1[C:7](=[CH:9][CH:10]=[CH:11][CH:12]=1)[OH:8].CC(O)=O.C(O[BH-](OC(=O)C)OC(=O)C)(=O)C.[Na+]. The catalyst is ClCCCl. (7) The reactants are [CH:1]([N:4]1[CH2:9][CH2:8][N:7]([C:10]([C@H:12]2[CH2:17][CH2:16][C@H:15]([O:18][C:19]3[CH:28]=[CH:27][C:22]([C:23]([NH:25][NH2:26])=[O:24])=[CH:21][CH:20]=3)[CH2:14][CH2:13]2)=[O:11])[CH2:6][CH2:5]1)([CH3:3])[CH3:2].[CH:29]1([C:32](O)=O)[CH2:31][CH2:30]1.P(Cl)(Cl)(Cl)=O.[OH-].[Na+]. No catalyst specified. The product is [CH:29]1([C:32]2[O:24][C:23]([C:22]3[CH:21]=[CH:20][C:19]([O:18][C@H:15]4[CH2:16][CH2:17][C@H:12]([C:10]([N:7]5[CH2:8][CH2:9][N:4]([CH:1]([CH3:3])[CH3:2])[CH2:5][CH2:6]5)=[O:11])[CH2:13][CH2:14]4)=[CH:28][CH:27]=3)=[N:25][N:26]=2)[CH2:31][CH2:30]1. The yield is 0.560. (8) The reactants are [Mg].Br[C:3]1[C:8]([CH:9]([CH3:11])[CH3:10])=[CH:7][C:6]([CH:12]([CH3:14])[CH3:13])=[CH:5][C:4]=1[CH:15]([CH3:17])[CH3:16].Br[C:19]1[C:24]([O:25][CH3:26])=[CH:23][CH:22]=[C:21]([O:27][CH3:28])[C:20]=1[I:29].II. The catalyst is [H-].C([Al+]CC(C)C)C(C)C.C1COCC1. The product is [I:29][C:20]1[C:21]([O:27][CH3:28])=[CH:22][CH:23]=[C:24]([O:25][CH3:26])[C:19]=1[C:3]1[C:8]([CH:9]([CH3:11])[CH3:10])=[CH:7][C:6]([CH:12]([CH3:14])[CH3:13])=[C:5]([C:3]2[CH:8]=[CH:7][CH:6]=[CH:5][CH:4]=2)[C:4]=1[CH:15]([CH3:17])[CH3:16]. The yield is 0.400. (9) The reactants are Cl.[N:2]1[CH:7]=[CH:6][C:5]([N:8]2[CH2:12][CH2:11][C:10]3([CH2:17][CH2:16][NH:15][CH2:14][CH2:13]3)[CH2:9]2)=[CH:4][CH:3]=1.CCN(C(C)C)C(C)C.[CH2:27]([O:29][C:30](=[O:52])[CH2:31][CH2:32][N:33]1[CH2:38][CH2:37][N:36]([C:39](OC2C=CC([N+]([O-])=O)=CC=2)=[O:40])[CH2:35][C:34]1=[O:51])[CH3:28]. The catalyst is CN(C=O)C. The product is [O:51]=[C:34]1[CH2:35][N:36]([C:39]([N:15]2[CH2:16][CH2:17][C:10]3([CH2:9][N:8]([C:5]4[CH:4]=[CH:3][N:2]=[CH:7][CH:6]=4)[CH2:12][CH2:11]3)[CH2:13][CH2:14]2)=[O:40])[CH2:37][CH2:38][N:33]1[CH2:32][CH2:31][C:30]([O:29][CH2:27][CH3:28])=[O:52]. The yield is 0.670. (10) The reactants are [NH:1]1[CH2:5][CH2:4][C@H:3]([NH:6][C:7](=[O:13])[O:8][C:9]([CH3:12])([CH3:11])[CH3:10])[CH2:2]1.Br[CH2:15][CH2:16][OH:17].C([O-])([O-])=O.[Na+].[Na+]. The catalyst is C(#N)C. The product is [OH:17][CH2:16][CH2:15][N:1]1[CH2:5][CH2:4][C@H:3]([NH:6][C:7](=[O:13])[O:8][C:9]([CH3:10])([CH3:12])[CH3:11])[CH2:2]1. The yield is 0.730.